From a dataset of Full USPTO retrosynthesis dataset with 1.9M reactions from patents (1976-2016). Predict the reactants needed to synthesize the given product. Given the product [C:35]([NH:1][C:2]1[CH:7]=[CH:6][CH:5]=[CH:4][C:3]=1[NH:8][C:9]1[N:14]=[C:13]([N:15]2[CH2:16][CH2:17][N:18]([C:21]([NH:23][C:24]3[CH:29]=[CH:28][CH:27]=[C:26]([C:30]([F:33])([F:32])[F:31])[CH:25]=3)=[O:22])[CH2:19][CH2:20]2)[C:12]([Cl:34])=[CH:11][N:10]=1)(=[O:38])[CH:36]=[CH2:37], predict the reactants needed to synthesize it. The reactants are: [NH2:1][C:2]1[CH:7]=[CH:6][CH:5]=[CH:4][C:3]=1[NH:8][C:9]1[N:14]=[C:13]([N:15]2[CH2:20][CH2:19][N:18]([C:21]([NH:23][C:24]3[CH:29]=[CH:28][CH:27]=[C:26]([C:30]([F:33])([F:32])[F:31])[CH:25]=3)=[O:22])[CH2:17][CH2:16]2)[C:12]([Cl:34])=[CH:11][N:10]=1.[C:35](Cl)(=[O:38])[CH:36]=[CH2:37].CCN(C(C)C)C(C)C.